Dataset: Peptide-MHC class II binding affinity with 134,281 pairs from IEDB. Task: Regression. Given a peptide amino acid sequence and an MHC pseudo amino acid sequence, predict their binding affinity value. This is MHC class II binding data. (1) The peptide sequence is FGMVQFQKFFNPVTP. The MHC is HLA-DQA10101-DQB10501 with pseudo-sequence HLA-DQA10101-DQB10501. The binding affinity (normalized) is 0.236. (2) The peptide sequence is SQDLELLWNLNGLQAY. The binding affinity (normalized) is 0.538. The MHC is DRB1_0401 with pseudo-sequence DRB1_0401. (3) The peptide sequence is DIDCWCYGVENVRVA. The MHC is HLA-DQA10201-DQB10303 with pseudo-sequence HLA-DQA10201-DQB10303. The binding affinity (normalized) is 0.214. (4) The MHC is DRB3_0202 with pseudo-sequence DRB3_0202. The peptide sequence is VRKVCYNAVLTHVKIHHHHHH. The binding affinity (normalized) is 0. (5) The peptide sequence is EEGKCGLNSVDSLEH. The MHC is DRB3_0202 with pseudo-sequence DRB3_0202. The binding affinity (normalized) is 0.587.